This data is from NCI-60 drug combinations with 297,098 pairs across 59 cell lines. The task is: Regression. Given two drug SMILES strings and cell line genomic features, predict the synergy score measuring deviation from expected non-interaction effect. Drug 1: CCC1(CC2CC(C3=C(CCN(C2)C1)C4=CC=CC=C4N3)(C5=C(C=C6C(=C5)C78CCN9C7C(C=CC9)(C(C(C8N6C=O)(C(=O)OC)O)OC(=O)C)CC)OC)C(=O)OC)O.OS(=O)(=O)O. Drug 2: CC(C)(C#N)C1=CC(=CC(=C1)CN2C=NC=N2)C(C)(C)C#N. Cell line: OVCAR-4. Synergy scores: CSS=7.28, Synergy_ZIP=-6.74, Synergy_Bliss=-4.21, Synergy_Loewe=-19.3, Synergy_HSA=-5.10.